From a dataset of TCR-epitope binding with 47,182 pairs between 192 epitopes and 23,139 TCRs. Binary Classification. Given a T-cell receptor sequence (or CDR3 region) and an epitope sequence, predict whether binding occurs between them. (1) The epitope is ISPRTLNAW. The TCR CDR3 sequence is CASSYSRGSGNTIYF. Result: 0 (the TCR does not bind to the epitope). (2) The epitope is EILDITPCSF. The TCR CDR3 sequence is CASSFLPDSGQPQHF. Result: 0 (the TCR does not bind to the epitope). (3) The epitope is YLDAYNMMI. The TCR CDR3 sequence is CASSLAQRGGELFF. Result: 1 (the TCR binds to the epitope).